From a dataset of Full USPTO retrosynthesis dataset with 1.9M reactions from patents (1976-2016). Predict the reactants needed to synthesize the given product. (1) Given the product [C:10]1([S:7]([CH:6]=[C:18]2[CH2:19][O:16][CH2:17]2)(=[O:9])=[O:8])[CH:15]=[CH:14][CH:13]=[CH:12][CH:11]=1, predict the reactants needed to synthesize it. The reactants are: [Li]CCCC.[CH3:6][S:7]([C:10]1[CH:15]=[CH:14][CH:13]=[CH:12][CH:11]=1)(=[O:9])=[O:8].[O:16]1[CH2:19][C:18](=O)[CH2:17]1. (2) Given the product [ClH:55].[CH2:1]([NH:3][C:4]([C:6]1[C:10]([C:11]2[CH:12]=[CH:13][C:14]([CH2:17][N:18]3[CH2:19][CH2:20][O:21][CH2:22][CH2:23]3)=[CH:15][CH:16]=2)=[C:9]([C:24]2[CH:29]=[C:28]([CH2:30][CH2:31][C:32]3[CH:37]=[CH:36][CH:35]=[CH:34][CH:33]=3)[C:27]([OH:38])=[CH:26][C:25]=2[OH:46])[O:8][N:7]=1)=[O:5])[CH3:2], predict the reactants needed to synthesize it. The reactants are: [CH2:1]([NH:3][C:4]([C:6]1[C:10]([C:11]2[CH:16]=[CH:15][C:14]([CH2:17][N:18]3[CH2:23][CH2:22][O:21][CH2:20][CH2:19]3)=[CH:13][CH:12]=2)=[C:9]([C:24]2[CH:29]=[C:28]([CH2:30][CH2:31][C:32]3[CH:37]=[CH:36][CH:35]=[CH:34][CH:33]=3)[C:27]([O:38]CC3C=CC=CC=3)=[CH:26][C:25]=2[O:46]CC2C=CC=CC=2)[O:8][N:7]=1)=[O:5])[CH3:2].B(Cl)(Cl)[Cl:55].